Dataset: Full USPTO retrosynthesis dataset with 1.9M reactions from patents (1976-2016). Task: Predict the reactants needed to synthesize the given product. (1) The reactants are: [F:1][C:2]([F:7])([F:6])[C:3]([OH:5])=[O:4].[NH2:8][C@H:9]([C:17]([N:19]1[CH2:46][CH2:45][CH2:44][C@@H:20]1[C:21]([NH:23][CH2:24][CH2:25][CH2:26][NH:27][C:28]1[C:41]2[C:40](=[O:42])[C:39]3[C:34](=[CH:35][CH:36]=[CH:37][CH:38]=3)[C:33](=[O:43])[C:32]=2[CH:31]=[CH:30][CH:29]=1)=[O:22])=[O:18])[CH2:10][C:11]1[CH:16]=[CH:15][CH:14]=[CH:13][CH:12]=1.[CH2:47]([N:49](CC)CC)[CH3:48]. Given the product [F:1][C:2]([F:7])([F:6])[C:3]([OH:5])=[O:4].[NH2:49][CH2:47][C:48]([NH:8][C@H:9]([C:17]([N:19]1[CH2:46][CH2:45][CH2:44][C@@H:20]1[C:21]([NH:23][CH2:24][CH2:25][CH2:26][NH:27][C:28]1[C:41]2[C:40](=[O:42])[C:39]3[C:34](=[CH:35][CH:36]=[CH:37][CH:38]=3)[C:33](=[O:43])[C:32]=2[CH:31]=[CH:30][CH:29]=1)=[O:22])=[O:18])[CH2:10][C:11]1[CH:16]=[CH:15][CH:14]=[CH:13][CH:12]=1)=[O:4], predict the reactants needed to synthesize it. (2) Given the product [C:27]([O:26][C:24]([C:10]1[C:11]([C:21](=[O:22])[NH:31][CH:32]([CH3:33])[CH2:34][OH:35])=[N:12][C:13]([C:14]2[CH:19]=[CH:18][C:17]([Cl:20])=[CH:16][CH:15]=2)=[C:8]([C:5]2[CH:6]=[CH:7][C:2]([Cl:1])=[CH:3][CH:4]=2)[N:9]=1)=[O:25])([CH3:28])([CH3:30])[CH3:29], predict the reactants needed to synthesize it. The reactants are: [Cl:1][C:2]1[CH:7]=[CH:6][C:5]([C:8]2[N:9]=[C:10]([C:24]([O:26][C:27]([CH3:30])([CH3:29])[CH3:28])=[O:25])[C:11]([C:21](O)=[O:22])=[N:12][C:13]=2[C:14]2[CH:19]=[CH:18][C:17]([Cl:20])=[CH:16][CH:15]=2)=[CH:4][CH:3]=1.[NH2:31][CH:32]([CH2:34][OH:35])[CH3:33].C(N(CC)CC)C.C1CN([P+](ON2N=NC3C=CC=CC2=3)(N2CCCC2)N2CCCC2)CC1.F[P-](F)(F)(F)(F)F. (3) Given the product [CH3:1][O:2][C:3](=[O:4])/[CH:5]=[CH:33]\[C:29]([C:22]1[CH:23]=[CH:24][CH:25]=[C:26]([O:27][CH3:28])[C:21]=1[F:20])([CH3:30])[CH3:32], predict the reactants needed to synthesize it. The reactants are: [CH3:1][O:2][C:3]([CH2:5]P(OC)(OC)=O)=[O:4].[Li+].CC([N-]C(C)C)C.[F:20][C:21]1[C:26]([O:27][CH3:28])=[CH:25][CH:24]=[CH:23][C:22]=1[C:29]([CH3:33])([CH3:32])[CH:30]=O.O. (4) Given the product [Cl:18][C:13]1[CH:14]=[CH:15][CH:16]=[CH:17][C:12]=1[C:6]1[NH:7][C:8](=[O:11])[C:9]2[S:10][C:2]([C:24]3[CH:23]=[N:22][NH:21][C:20]=3[CH3:19])=[CH:3][C:4]=2[N:5]=1, predict the reactants needed to synthesize it. The reactants are: Br[C:2]1[S:10][C:9]2[C:8](=[O:11])[NH:7][C:6]([C:12]3[CH:17]=[CH:16][CH:15]=[CH:14][C:13]=3[Cl:18])=[N:5][C:4]=2[CH:3]=1.[CH3:19][C:20]1[C:24](B2OC(C)(C)C(C)(C)O2)=[CH:23][N:22](C(OC(C)(C)C)=O)[N:21]=1.C(=O)([O-])[O-].[Na+].[Na+].COCCOC. (5) Given the product [OH:16][CH2:15][CH:14]([N:11]1[CH2:12][CH2:13][N:8]([C:6]([O:5][C:1]([CH3:2])([CH3:4])[CH3:3])=[O:7])[CH2:9][CH2:10]1)[CH3:18], predict the reactants needed to synthesize it. The reactants are: [C:1]([O:5][C:6]([N:8]1[CH2:13][CH2:12][N:11]([CH:14]([CH3:18])[C:15](O)=[O:16])[CH2:10][CH2:9]1)=[O:7])([CH3:4])([CH3:3])[CH3:2]. (6) Given the product [CH2:33]([N:35]1[C:39](=[O:40])[C:38](=[CH:21][C:20]2[CH:19]=[CH:18][C:17]([NH:16][C:13]3[N:14]=[C:15]4[C:7]([C:1](=[O:6])[C:2]([CH3:5])([CH3:3])[CH3:4])=[CH:8][N:9]([CH2:25][O:26][CH2:27][CH2:28][Si:29]([CH3:32])([CH3:31])[CH3:30])[C:10]4=[N:11][CH:12]=3)=[CH:24][CH:23]=2)[S:37][C:36]1=[O:41])[CH3:34], predict the reactants needed to synthesize it. The reactants are: [C:1]([C:7]1[C:15]2[C:10](=[N:11][CH:12]=[C:13]([NH:16][C:17]3[CH:24]=[CH:23][C:20]([CH:21]=O)=[CH:19][CH:18]=3)[N:14]=2)[N:9]([CH2:25][O:26][CH2:27][CH2:28][Si:29]([CH3:32])([CH3:31])[CH3:30])[CH:8]=1)(=[O:6])[C:2]([CH3:5])([CH3:4])[CH3:3].[CH2:33]([N:35]1[C:39](=[O:40])[CH2:38][S:37][C:36]1=[O:41])[CH3:34].C(O)(=O)C.N1CCCCC1. (7) Given the product [Cl:1][C:2]1[N:3]=[CH:4][CH:5]=[C:6]2[CH:10]=[C:9]([C:11]([NH2:16])=[O:13])[S:8][C:7]=12, predict the reactants needed to synthesize it. The reactants are: [Cl:1][C:2]1[N:3]=[CH:4][CH:5]=[C:6]2[CH:10]=[C:9]([C:11]([O:13]CC)=O)[S:8][C:7]=12.[NH3:16].CO.